Dataset: Forward reaction prediction with 1.9M reactions from USPTO patents (1976-2016). Task: Predict the product of the given reaction. Given the reactants [CH3:1][O:2][C:3]1[CH:9]=[CH:8][C:7]([CH2:10][S:11](/[CH:14]=[CH:15]/[C:16]2[C:21]([O:22][CH3:23])=[CH:20][C:19]([O:24][CH3:25])=[CH:18][C:17]=2[O:26][CH3:27])(=[O:13])=[O:12])=[CH:6][C:4]=1[NH2:5].[H][H], predict the reaction product. The product is: [CH3:1][O:2][C:3]1[CH:9]=[CH:8][C:7]([CH2:10][S:11]([CH2:14][CH2:15][C:16]2[C:17]([O:26][CH3:27])=[CH:18][C:19]([O:24][CH3:25])=[CH:20][C:21]=2[O:22][CH3:23])(=[O:13])=[O:12])=[CH:6][C:4]=1[NH2:5].